From a dataset of Full USPTO retrosynthesis dataset with 1.9M reactions from patents (1976-2016). Predict the reactants needed to synthesize the given product. The reactants are: [N+:1]([O-:4])([O-:3])=[O:2].[Ag+:5].[CH2:6]([S:8][CH2:9][CH3:10])[CH3:7]. Given the product [N+:1]([O-:4])([O-:3])=[O:2].[Ag+:5].[CH2:6]([S:8][CH2:9][CH3:10])[CH3:7], predict the reactants needed to synthesize it.